This data is from Full USPTO retrosynthesis dataset with 1.9M reactions from patents (1976-2016). The task is: Predict the reactants needed to synthesize the given product. (1) Given the product [F:3][C:4]1[CH:5]=[C:6]([CH:11]=[CH:12][C:13]=1[CH2:14][C:15]1[CH:20]=[CH:19][CH:18]=[C:17]([F:21])[CH:16]=1)[C:7]([OH:9])=[O:8], predict the reactants needed to synthesize it. The reactants are: [OH-].[Na+].[F:3][C:4]1[CH:5]=[C:6]([CH:11]=[CH:12][C:13]=1[CH2:14][C:15]1[CH:20]=[CH:19][CH:18]=[C:17]([F:21])[CH:16]=1)[C:7]([O:9]C)=[O:8].Cl. (2) Given the product [NH2:16][C:15]1[N:17]=[C:18]([OH:19])[C:20]2[C:13](=[N:12][CH:11]=[C:10]([CH2:9][NH:8][C:7]3[CH:22]=[CH:23][C:4]([C:3]([NH:33][C@H:34]([C:59]([O:61][C:62]([CH3:65])([CH3:64])[CH3:63])=[O:60])[CH2:35][CH2:36][C:37](=[O:58])[NH:38][CH2:39][CH2:40][O:41][CH2:42][CH2:43][O:44][CH2:45][CH2:46][O:47][CH2:48][CH2:49][NH:50][C:51](=[O:57])[O:52][C:53]([CH3:54])([CH3:55])[CH3:56])=[O:24])=[CH:5][CH:6]=3)[N:21]=2)[N:14]=1, predict the reactants needed to synthesize it. The reactants are: Cl.Cl.[C:3](O)(=[O:24])[C:4]1[CH:23]=[CH:22][C:7]([NH:8][CH2:9][C:10]2[N:21]=[C:20]3[C:13]([N:14]=[C:15]([NH:17][C:18]3=[O:19])[NH2:16])=[N:12][CH:11]=2)=[CH:6][CH:5]=1.C(N(CC)CC)C.[NH2:33][C@H:34]([C:59]([O:61][C:62]([CH3:65])([CH3:64])[CH3:63])=[O:60])[CH2:35][CH2:36][C:37](=[O:58])[NH:38][CH2:39][CH2:40][O:41][CH2:42][CH2:43][O:44][CH2:45][CH2:46][O:47][CH2:48][CH2:49][NH:50][C:51](=[O:57])[O:52][C:53]([CH3:56])([CH3:55])[CH3:54]. (3) Given the product [C:1]([O:5][C:6](=[O:7])[NH:8][CH2:9][C:10]([N:13]1[CH2:20][CH2:19][CH2:18][CH:14]1[C:15](=[O:16])[NH2:17])=[O:12])([CH3:2])([CH3:3])[CH3:4], predict the reactants needed to synthesize it. The reactants are: [C:1]([O:5][C:6]([NH:8][CH2:9][C:10]([OH:12])=O)=[O:7])([CH3:4])([CH3:3])[CH3:2].[NH:13]1[CH2:20][CH2:19][CH2:18][C@H:14]1[C:15]([NH2:17])=[O:16].ON1C2C=CC=CC=2N=N1.C(N=C=NCCCN(C)C)C.C(N(CC)CC)C. (4) Given the product [CH3:1][O:2][C:3]1[CH:4]=[C:5]2[C:10](=[CH:11][C:12]=1[O:13][CH3:14])[N:9]=[CH:8][CH:7]=[C:6]2[O:15][C:16]1[CH:22]=[CH:21][C:19]([NH:20][C:36]([NH:44][C:45]2[S:46][C:47]([CH2:50][CH3:51])=[N:48][N:49]=2)=[O:42])=[CH:18][CH:17]=1, predict the reactants needed to synthesize it. The reactants are: [CH3:1][O:2][C:3]1[CH:4]=[C:5]2[C:10](=[CH:11][C:12]=1[O:13][CH3:14])[N:9]=[CH:8][CH:7]=[C:6]2[O:15][C:16]1[CH:22]=[CH:21][C:19]([NH2:20])=[CH:18][CH:17]=1.C(N(C(C)C)CC)(C)C.ClC(Cl)(O[C:36](=[O:42])OC(Cl)(Cl)Cl)Cl.[NH2:44][C:45]1[S:46][C:47]([CH2:50][CH3:51])=[N:48][N:49]=1. (5) Given the product [CH2:1]([N:8]([CH2:9][CH:10]1[CH2:13][CH2:12][N:11]1[C:14]([O:16][C:17]([CH3:20])([CH3:19])[CH3:18])=[O:15])[CH:29]([CH3:34])[C:30]([O:32][CH3:33])=[O:31])[C:2]1[CH:3]=[CH:4][CH:5]=[CH:6][CH:7]=1, predict the reactants needed to synthesize it. The reactants are: [CH2:1]([NH:8][CH2:9][CH:10]1[CH2:13][CH2:12][N:11]1[C:14]([O:16][C:17]([CH3:20])([CH3:19])[CH3:18])=[O:15])[C:2]1[CH:7]=[CH:6][CH:5]=[CH:4][CH:3]=1.C(N(CC)CC)C.Br[CH:29]([CH3:34])[C:30]([O:32][CH3:33])=[O:31].